This data is from Peptide-MHC class I binding affinity with 185,985 pairs from IEDB/IMGT. The task is: Regression. Given a peptide amino acid sequence and an MHC pseudo amino acid sequence, predict their binding affinity value. This is MHC class I binding data. (1) The peptide sequence is FHKKRVEPL. The MHC is HLA-A02:12 with pseudo-sequence HLA-A02:12. The binding affinity (normalized) is 0.0847. (2) The peptide sequence is PDLKTVHNI. The MHC is HLA-B44:03 with pseudo-sequence HLA-B44:03. The binding affinity (normalized) is 0. (3) The peptide sequence is SMGIYQIL. The MHC is H-2-Kb with pseudo-sequence H-2-Kb. The binding affinity (normalized) is 0.0735. (4) The peptide sequence is IATLYCVHQR. The MHC is HLA-A31:01 with pseudo-sequence HLA-A31:01. The binding affinity (normalized) is 0.387. (5) The peptide sequence is KYNSHHFTF. The MHC is HLA-A24:02 with pseudo-sequence HLA-A24:02. The binding affinity (normalized) is 1.00.